This data is from Reaction yield outcomes from USPTO patents with 853,638 reactions. The task is: Predict the reaction yield, written as a fraction of the theoretical maximum amount of product (1.0 means a 100% yield; for example, 0.34 means a 34% yield). (1) The reactants are C(NC(C)C)(C)C.C([Li])CCC.[I:13][C:14]1[CH:19]=[CH:18][C:17]([CH2:20][C:21]([OH:23])=[O:22])=[CH:16][CH:15]=1.I[CH2:25][CH:26]1[CH2:30][CH2:29][CH2:28][CH2:27]1. The catalyst is O1CCCC1.CN1CCCN(C)C1=O. The product is [CH:26]1([CH2:25][CH:20]([C:17]2[CH:16]=[CH:15][C:14]([I:13])=[CH:19][CH:18]=2)[C:21]([OH:23])=[O:22])[CH2:30][CH2:29][CH2:28][CH2:27]1. The yield is 0.700. (2) The yield is 0.810. The product is [Cl:11][C:13]1[CH:20]=[C:19]([O:21][CH2:22][CH:23]([OH:24])[CH2:1][OH:4])[C:18]([O:25][CH3:26])=[CH:17][C:14]=1[CH2:15][NH:16][C:9](=[O:10])[CH3:8]. The catalyst is CN(C=O)C. The reactants are [C:1]([O-:4])([O-])=O.[K+].[K+].I[CH2:8][CH2:9][OH:10].[ClH:11].Br[C:13]1[CH:20]=[C:19]([O:21][CH2:22][CH2:23][OH:24])[C:18]([O:25][CH3:26])=[CH:17][C:14]=1[CH2:15][NH2:16].